Dataset: Reaction yield outcomes from USPTO patents with 853,638 reactions. Task: Predict the reaction yield, written as a fraction of the theoretical maximum amount of product (1.0 means a 100% yield; for example, 0.34 means a 34% yield). The reactants are Cl.[CH2:2]([C:4]1[CH:9]=[CH:8][CH:7]=[C:6]([CH2:10][CH3:11])[C:5]=1[NH:12][C:13]([C:15]1[C:19]2[CH2:20][CH2:21][C:22]3[CH:23]=[N:24][C:25]([NH:28][CH:29]4[CH2:34][CH2:33][NH:32][CH2:31][CH2:30]4)=[N:26][C:27]=3[C:18]=2[N:17]([CH3:35])[N:16]=1)=[O:14])[CH3:3].CCN(C(C)C)C(C)C.[CH3:45][N:46]1[CH2:51][CH2:50][N:49]([C:52](Cl)=[O:53])[CH2:48][CH2:47]1. The catalyst is ClCCl.ClCCl.CO. The product is [CH2:10]([C:6]1[CH:7]=[CH:8][CH:9]=[C:4]([CH2:2][CH3:3])[C:5]=1[NH:12][C:13]([C:15]1[C:19]2[CH2:20][CH2:21][C:22]3[CH:23]=[N:24][C:25]([NH:28][CH:29]4[CH2:30][CH2:31][N:32]([C:52]([N:49]5[CH2:50][CH2:51][N:46]([CH3:45])[CH2:47][CH2:48]5)=[O:53])[CH2:33][CH2:34]4)=[N:26][C:27]=3[C:18]=2[N:17]([CH3:35])[N:16]=1)=[O:14])[CH3:11]. The yield is 0.860.